This data is from Forward reaction prediction with 1.9M reactions from USPTO patents (1976-2016). The task is: Predict the product of the given reaction. (1) Given the reactants [N:1]1([CH2:7][C:8]2[CH:13]=[CH:12][C:11]([C:14]3[CH2:15][CH2:16][C@@H:17]([C:19]([OH:21])=[O:20])[N:18]=3)=[CH:10][CH:9]=2)[CH2:6][CH2:5][O:4][CH2:3][CH2:2]1, predict the reaction product. The product is: [N:1]1([CH2:7][C:8]2[CH:9]=[CH:10][C:11]([C@@H:14]3[NH:18][C@H:17]([C:19]([OH:21])=[O:20])[CH2:16][CH2:15]3)=[CH:12][CH:13]=2)[CH2:6][CH2:5][O:4][CH2:3][CH2:2]1. (2) Given the reactants Cl.[C:2]([C:4]1[N:5]([C:14]2[CH:27]=[CH:26][C:17]([CH2:18][NH:19][C:20]([C:22]3([NH2:25])[CH2:24][CH2:23]3)=[O:21])=[CH:16][CH:15]=2)[C:6]2[C:11]([CH:12]=1)=[CH:10][C:9]([F:13])=[CH:8][CH:7]=2)#[N:3].[F:28][C:29]([F:40])([F:39])[C:30]1[CH:31]=[N:32][CH:33]=[C:34]([CH:38]=1)[C:35](O)=[O:36], predict the reaction product. The product is: [C:2]([C:4]1[N:5]([C:14]2[CH:15]=[CH:16][C:17]([CH2:18][NH:19][C:20]([C:22]3([NH:25][C:35](=[O:36])[C:34]4[CH:38]=[C:30]([C:29]([F:40])([F:28])[F:39])[CH:31]=[N:32][CH:33]=4)[CH2:24][CH2:23]3)=[O:21])=[CH:26][CH:27]=2)[C:6]2[C:11]([CH:12]=1)=[CH:10][C:9]([F:13])=[CH:8][CH:7]=2)#[N:3]. (3) Given the reactants [CH2:1]1[O:3][CH2:2]1.Cl.[CH2:5]1[CH2:9]O[CH2:7][CH2:6]1, predict the reaction product. The product is: [CH:6]([C:5]1[CH:9]=[CH:7][C:6]([CH2:2][CH2:1][OH:3])=[CH:5][CH:9]=1)=[CH2:7].